From a dataset of Full USPTO retrosynthesis dataset with 1.9M reactions from patents (1976-2016). Predict the reactants needed to synthesize the given product. (1) Given the product [NH2:35][C@@H:17]([CH2:16][C:11]1[CH:12]=[C:13]([F:15])[CH:14]=[C:9]([F:8])[CH:10]=1)[C@H:18]([OH:34])[CH2:19][NH:20][CH2:21][C:22]1[CH:27]=[C:26]([CH3:28])[CH:25]=[CH:24][C:23]=1[CH2:29][CH2:30][CH2:31][CH:32]=[CH2:33], predict the reactants needed to synthesize it. The reactants are: FC(F)(F)C(O)=O.[F:8][C:9]1[CH:10]=[C:11]([CH2:16][C@H:17]([NH:35]C(=O)OCC2C=CC=CC=2)[C@H:18]([OH:34])[CH2:19][NH:20][CH2:21][C:22]2[CH:27]=[C:26]([CH3:28])[CH:25]=[CH:24][C:23]=2[CH2:29][CH2:30][CH2:31][CH:32]=[CH2:33])[CH:12]=[C:13]([F:15])[CH:14]=1.O.[OH-].[Ba+2].[OH-]. (2) Given the product [CH3:26][NH:27][C:28]([NH:1][C:2]1[CH:3]=[C:4]([C:15]2[C:24]3[C:19](=[CH:20][CH:21]=[CH:22][CH:23]=3)[C:18](=[O:25])[NH:17][N:16]=2)[CH:5]=[CH:6][C:7]=1[N:8]1[CH2:9][CH2:10][N:11]([CH3:14])[CH2:12][CH2:13]1)=[O:29], predict the reactants needed to synthesize it. The reactants are: [NH2:1][C:2]1[CH:3]=[C:4]([C:15]2[C:24]3[C:19](=[CH:20][CH:21]=[CH:22][CH:23]=3)[C:18](=[O:25])[NH:17][N:16]=2)[CH:5]=[CH:6][C:7]=1[N:8]1[CH2:13][CH2:12][N:11]([CH3:14])[CH2:10][CH2:9]1.[CH3:26][N:27]=[C:28]=[O:29]. (3) Given the product [CH2:26]([O:33][C:34]1[C:43]([CH2:44][C:45]([F:46])([F:47])[F:48])=[C:42]2[C:37]([C:38](=[O:74])[C:39]([CH3:73])=[C:40]([CH:57]3[CH2:62][CH2:61][N:60]([C:63]([O:65][CH2:66][C:67]4[CH:72]=[CH:71][CH:70]=[CH:69][CH:68]=4)=[O:64])[CH2:59][CH2:58]3)[O:41]2)=[CH:36][CH:35]=1)[C:27]1[CH:28]=[CH:29][CH:30]=[CH:31][CH:32]=1, predict the reactants needed to synthesize it. The reactants are: C([SnH](CCCC)CCCC)CCC.N(C(C)(C)C#N)=NC(C)(C)C#N.[CH2:26]([O:33][C:34]1[C:43]([CH:44](OC(N2C=CN=C2)=S)[C:45]([F:48])([F:47])[F:46])=[C:42]2[C:37]([C:38](=[O:74])[C:39]([CH3:73])=[C:40]([CH:57]3[CH2:62][CH2:61][N:60]([C:63]([O:65][CH2:66][C:67]4[CH:72]=[CH:71][CH:70]=[CH:69][CH:68]=4)=[O:64])[CH2:59][CH2:58]3)[O:41]2)=[CH:36][CH:35]=1)[C:27]1[CH:32]=[CH:31][CH:30]=[CH:29][CH:28]=1.